From a dataset of Forward reaction prediction with 1.9M reactions from USPTO patents (1976-2016). Predict the product of the given reaction. Given the reactants [C:1]1([CH2:7][C@H:8]([NH2:27])[CH2:9][NH:10][C:11]2[C:12]3[CH:26]=[CH:25][N:24]=[CH:23][C:13]=3[N:14]=[C:15]([C:17]3[CH:22]=[CH:21][N:20]=[CH:19][CH:18]=3)[N:16]=2)[CH:6]=[CH:5][CH:4]=[CH:3][CH:2]=1.[O-:28][C:29]#[N:30].[K+].C(O)(=O)C, predict the reaction product. The product is: [C:1]1([CH2:7][CH:8]([NH:27][C:29]([NH2:30])=[O:28])[CH2:9][NH:10][C:11]2[C:12]3[CH:26]=[CH:25][N:24]=[CH:23][C:13]=3[N:14]=[C:15]([C:17]3[CH:22]=[CH:21][N:20]=[CH:19][CH:18]=3)[N:16]=2)[CH:6]=[CH:5][CH:4]=[CH:3][CH:2]=1.